From a dataset of Catalyst prediction with 721,799 reactions and 888 catalyst types from USPTO. Predict which catalyst facilitates the given reaction. (1) Reactant: C(OC([N:11]1[CH2:14][CH2:13][C@H:12]1[CH2:15][O:16][C:17]1[CH:18]=[C:19]([C:23]2[CH:24]=[C:25]([CH:35]=[CH:36][CH:37]=2)[CH2:26][NH:27][C:28](=[O:34])[O:29][C:30]([CH3:33])([CH3:32])[CH3:31])[CH:20]=[N:21][CH:22]=1)=O)C1C=CC=CC=1. Product: [NH:11]1[CH2:14][CH2:13][C@H:12]1[CH2:15][O:16][C:17]1[CH:18]=[C:19]([C:23]2[CH:24]=[C:25]([CH:35]=[CH:36][CH:37]=2)[CH2:26][NH:27][C:28](=[O:34])[O:29][C:30]([CH3:33])([CH3:31])[CH3:32])[CH:20]=[N:21][CH:22]=1. The catalyst class is: 19. (2) Reactant: [Br:1][C:2]1[CH:7]=[CH:6][C:5]([C:8]2[CH:13]=[CH:12][C:11]([Br:14])=[C:10]([S:15](Cl)(=[O:17])=[O:16])[CH:9]=2)=[CH:4][C:3]=1[S:19](Cl)(=[O:21])=[O:20].[F:23][C:24]([F:30])([F:29])[S:25]([NH2:28])(=[O:27])=[O:26].C(N(CC)CC)C.[OH-:38].[Na+]. Product: [F:23][C:24]([F:30])([F:29])[S:25]([NH:28][S:19]([C:3]1[CH:4]=[C:5]([C:8]2[CH:13]=[CH:12][C:11]([Br:14])=[C:10]([S:15]([NH:28][S:25]([C:24]([F:30])([F:29])[F:23])(=[O:26])=[O:38])(=[O:17])=[O:16])[CH:9]=2)[CH:6]=[CH:7][C:2]=1[Br:1])(=[O:21])=[O:20])(=[O:27])=[O:26]. The catalyst class is: 192. (3) Reactant: [N+]([C:4]1[CH:5]=[C:6]([C:12]#[N:13])[C:7](=[CH:10][CH:11]=1)[C:8]#[N:9])([O-])=O.[OH:14][C:15]1[CH:28]=[CH:27][C:18]([C:19]([O:21][CH2:22][CH2:23][CH2:24][CH2:25][CH3:26])=[O:20])=[CH:17][CH:16]=1.C(=O)([O-])[O-].[K+].[K+]. Product: [CH2:22]([O:21][C:19]([C:18]1[CH:27]=[CH:28][C:15]([O:14][C:4]2[CH:5]=[C:6]([C:12]#[N:13])[C:7](=[CH:10][CH:11]=2)[C:8]#[N:9])=[CH:16][CH:17]=1)=[O:20])[CH2:23][CH2:24][CH2:25][CH3:26]. The catalyst class is: 248. (4) Reactant: [NH2:1][C:2]1[N:7]=[C:6]([NH2:8])[C:5]([C:9]#[N:10])=[C:4]([NH:11][C@H:12]([C:14]2[N:23]([CH2:24][CH2:25][CH2:26][NH2:27])[C:22](=[O:28])[C:21]3[C:16](=[CH:17][CH:18]=[CH:19][C:20]=3[Cl:29])[N:15]=2)[CH3:13])[N:3]=1.Cl[C:31]1[N:36]=[CH:35][CH:34]=[CH:33][N:32]=1. Product: [NH2:1][C:2]1[N:7]=[C:6]([NH2:8])[C:5]([C:9]#[N:10])=[C:4]([NH:11][C@H:12]([C:14]2[N:23]([CH2:24][CH2:25][CH2:26][NH:27][C:31]3[N:36]=[CH:35][CH:34]=[CH:33][N:32]=3)[C:22](=[O:28])[C:21]3[C:16](=[CH:17][CH:18]=[CH:19][C:20]=3[Cl:29])[N:15]=2)[CH3:13])[N:3]=1. The catalyst class is: 32. (5) Reactant: [O:1]1[CH2:5][CH2:4][O:3][CH:2]1[C:6]1[S:10][CH:9]=[C:8]([CH:11]2[C:20]3[C:15](=[CH:16][CH:17]=[CH:18][CH:19]=3)[CH2:14][CH2:13][NH:12]2)[CH:7]=1.[CH3:21][C:22]([O:25][C:26](O[C:26]([O:25][C:22]([CH3:24])([CH3:23])[CH3:21])=[O:27])=[O:27])([CH3:24])[CH3:23]. Product: [O:1]1[CH2:5][CH2:4][O:3][CH:2]1[C:6]1[S:10][CH:9]=[C:8]([CH:11]2[C:20]3[C:15](=[CH:16][CH:17]=[CH:18][CH:19]=3)[CH2:14][CH2:13][N:12]2[C:26]([O:25][C:22]([CH3:24])([CH3:23])[CH3:21])=[O:27])[CH:7]=1. The catalyst class is: 23. (6) Reactant: [F:1][C:2]1[CH:3]=[CH:4][C:5]([CH2:8][CH2:9][C:10]2[CH:15]=[CH:14][N:13]([C:16]3[CH:21]=[CH:20][C:19]4[C:22]5[CH2:23][N:24](C(OC(C)(C)C)=O)[CH2:25][CH2:26][C:27]=5[O:28][C:18]=4[CH:17]=3)[C:12](=[O:36])[CH:11]=2)=[N:6][CH:7]=1.Cl. Product: [F:1][C:2]1[CH:3]=[CH:4][C:5]([CH2:8][CH2:9][C:10]2[CH:15]=[CH:14][N:13]([C:16]3[CH:21]=[CH:20][C:19]4[C:22]5[CH2:23][NH:24][CH2:25][CH2:26][C:27]=5[O:28][C:18]=4[CH:17]=3)[C:12](=[O:36])[CH:11]=2)=[N:6][CH:7]=1. The catalyst class is: 275.